From a dataset of Catalyst prediction with 721,799 reactions and 888 catalyst types from USPTO. Predict which catalyst facilitates the given reaction. (1) Reactant: O[CH2:2][CH:3]1[N:9]2[C:10](=[O:13])[O:11][N:12]=[C:8]2[CH2:7][CH2:6][CH2:5][CH2:4]1.C(Br)(Br)(Br)[Br:15].C1(P(C2C=CC=CC=2)C2C=CC=CC=2)C=CC=CC=1. Product: [Br:15][CH2:2][CH:3]1[N:9]2[C:10](=[O:13])[O:11][N:12]=[C:8]2[CH2:7][CH2:6][CH2:5][CH2:4]1. The catalyst class is: 4. (2) Reactant: [N+]([O-])(O)=O.[NH2:5][NH:6][C:7]([NH2:9])=[NH:8].CO.C[O-].[Na+].[CH3:15][O:16][C:17]1[CH:22]=[CH:21][C:20]([CH2:23][C:24](OC)=O)=[CH:19][CH:18]=1. Product: [CH3:15][O:16][C:17]1[CH:22]=[CH:21][C:20]([CH2:23][C:24]2[NH:5][N:6]=[C:7]([NH2:9])[N:8]=2)=[CH:19][CH:18]=1. The catalyst class is: 6. (3) Reactant: [CH2:1](Br)[C:2]1[CH:7]=[CH:6][CH:5]=[CH:4][CH:3]=1.O.O.O.[CH2:12]([N:14]([CH2:18][CH3:19])[C:15](=[S:17])[S-:16])[CH3:13].[Na+]. Product: [CH3:13][CH2:12][N:14]([C:15]([S:17][CH2:1][C:2]1[CH:7]=[CH:6][CH:5]=[CH:4][CH:3]=1)=[S:16])[CH2:18][CH3:19]. The catalyst class is: 1.